Dataset: Forward reaction prediction with 1.9M reactions from USPTO patents (1976-2016). Task: Predict the product of the given reaction. (1) Given the reactants [CH2:1]([C@@H:4]1[O:9][C@H:8]2[C@H:10]3[O:15][C:14]4([CH2:17][CH2:18][C@@H:19]5[O:23][C@@H:22]([CH2:24][CH2:25][C@@H:26]6[O:31][C@H:30]([CH2:32][C@H:33]7[C@H:37]([CH2:38][C:39](OC)=[O:40])[C@@H:36]([O:43][CH3:44])[C@@H:35]([CH2:45][C@H:46]([O:56][Si:57]([CH2:62][CH3:63])([CH2:60][CH3:61])[CH2:58][CH3:59])[CH2:47][O:48][Si:49]([CH2:54][CH3:55])([CH2:52][CH3:53])[CH2:50][CH3:51])[O:34]7)[C:29](=[CH2:64])[C@H:28]([CH3:65])[CH2:27]6)[C:21](=[CH2:66])[CH2:20]5)[O:16][C@H:6]([C@@H:7]2[O:12][C@@H:11]3[CH2:13]4)[C@H:5]1[O:67][Si:68]([CH2:73][CH3:74])([CH2:71][CH3:72])[CH2:69][CH3:70])[CH:2]=[CH2:3].[H-].[Al+3].[Li+].[H-].[H-].[H-].[NH4+].[Cl-].O, predict the reaction product. The product is: [CH2:1]([C@@H:4]1[O:9][C@H:8]2[C@H:10]3[O:15][C@@:14]4([CH2:17][CH2:18][C@@H:19]5[O:23][C@@H:22]([CH2:24][CH2:25][C@@H:26]6[O:31][C@H:30]([CH2:32][C@H:33]7[C@H:37]([CH2:38][CH2:39][OH:40])[C@@H:36]([O:43][CH3:44])[C@@H:35]([CH2:45][C@H:46]([O:56][Si:57]([CH2:62][CH3:63])([CH2:60][CH3:61])[CH2:58][CH3:59])[CH2:47][O:48][Si:49]([CH2:52][CH3:53])([CH2:50][CH3:51])[CH2:54][CH3:55])[O:34]7)[C:29](=[CH2:64])[C@H:28]([CH3:65])[CH2:27]6)[C:21](=[CH2:66])[CH2:20]5)[O:16][C@H:6]([C@@H:7]2[O:12][C@@H:11]3[CH2:13]4)[C@H:5]1[O:67][Si:68]([CH2:73][CH3:74])([CH2:71][CH3:72])[CH2:69][CH3:70])[CH:2]=[CH2:3]. (2) Given the reactants [CH3:1][C:2]1[CH:3]=[CH:4][CH:5]=[C:6]2[C:10]=1[NH:9][C:8](=[O:11])[C:7]2=[O:12].[Br:13]Br, predict the reaction product. The product is: [Br:13][C:4]1[CH:5]=[C:6]2[C:10](=[C:2]([CH3:1])[CH:3]=1)[NH:9][C:8](=[O:11])[C:7]2=[O:12]. (3) Given the reactants [CH3:1][C:2]1[C:3]([CH2:14][S:15][C:16]2[NH:17][C:18]3[CH:24]=[CH:23][CH:22]=[CH:21][C:19]=3[N:20]=2)=[N:4][CH:5]=[CH:6][C:7]=1[O:8][CH2:9][C:10]([F:13])([F:12])[F:11].[I-].[Na+].[C:27](=[O:30])([O-:29])[O-:28].[K+].[K+].[C:33](#N)[CH3:34], predict the reaction product. The product is: [C:27](=[O:29])([O:28][CH:33]([N:20]1[C:19]2[CH:21]=[CH:22][CH:23]=[CH:24][C:18]=2[N:17]=[C:16]1[S:15][CH2:14][C:3]1[C:2]([CH3:1])=[C:7]([O:8][CH2:9][C:10]([F:12])([F:11])[F:13])[CH:6]=[CH:5][N:4]=1)[CH3:34])[O:30][CH:18]1[CH2:24][CH2:23][CH2:22][CH2:21][CH2:19]1. (4) Given the reactants C(O)(=O)C.[C:5]([O:8][CH2:9][CH2:10][O:11][C:12]1[C:13]([F:53])=[C:14]([CH:20]([NH:43][C:44]2[CH:49]=[CH:48][C:47]([C:50](=[NH:52])[NH2:51])=[CH:46][CH:45]=2)[C:21]2[N:22]=[C:23]([O:32][CH2:33][O:34][C:35](=[O:42])[C:36]([CH3:41])([CH3:40])[CH2:37][O:38][CH3:39])[N:24]([C:26]3[N:31]=[CH:30][CH:29]=[CH:28][N:27]=3)[N:25]=2)[CH:15]=[C:16]([O:18][CH3:19])[CH:17]=1)(=[O:7])[CH3:6].C(N(CC)CC)C.[N+](C1C=CC([O:70][C:71](=O)[O:72][CH2:73][C:74]([CH3:76])=[CH2:75])=CC=1)([O-])=O.CN(C=O)C, predict the reaction product. The product is: [C:5]([O:8][CH2:9][CH2:10][O:11][C:12]1[C:13]([F:53])=[C:14]([CH:20]([NH:43][C:44]2[CH:49]=[CH:48][C:47]([C:50]([NH2:51])=[N:52][C:71]([O:72][CH2:73][C:74]([CH3:76])=[CH2:75])=[O:70])=[CH:46][CH:45]=2)[C:21]2[N:22]=[C:23]([O:32][CH2:33][O:34][C:35](=[O:42])[C:36]([CH3:41])([CH3:40])[CH2:37][O:38][CH3:39])[N:24]([C:26]3[N:31]=[CH:30][CH:29]=[CH:28][N:27]=3)[N:25]=2)[CH:15]=[C:16]([O:18][CH3:19])[CH:17]=1)(=[O:7])[CH3:6]. (5) Given the reactants [Cl:1][C:2]1[CH:24]=[C:23]([Cl:25])[CH:22]=[CH:21][C:3]=1[CH2:4][NH:5][C:6]([C:8]1[C:9](=[O:20])[NH:10][N:11]=[C:12]([C:14]2[CH:19]=[CH:18]N=CC=2)[CH:13]=1)=[O:7].O=[C:27]1[C:32](C(O)=O)=CC(C2C=CC=CN=2)=N[NH:28]1.C(Cl)(=O)C(Cl)=O.ClC1C=C(Cl)C=CC=1CN, predict the reaction product. The product is: [Cl:1][C:2]1[CH:24]=[C:23]([Cl:25])[CH:22]=[CH:21][C:3]=1[CH2:4][NH:5][C:6]([C:8]1[C:9](=[O:20])[NH:10][N:11]=[C:12]([C:14]2[CH:19]=[CH:18][CH:32]=[CH:27][N:28]=2)[CH:13]=1)=[O:7].